This data is from Full USPTO retrosynthesis dataset with 1.9M reactions from patents (1976-2016). The task is: Predict the reactants needed to synthesize the given product. (1) Given the product [CH3:9][C:8]1[S:7][C:6]([CH3:10])=[C:5]([CH2:11][C:12]2[S:25][C:17]3[C:18]([F:24])=[CH:19][C:20]([F:23])=[C:21]([F:22])[C:16]=3[N:13]=2)[C:4]=1[CH2:3][C:1]#[N:2], predict the reactants needed to synthesize it. The reactants are: [C:1]([CH2:3][C:4]1[C:5]([CH2:11][C:12]#[N:13])=[C:6]([CH3:10])[S:7][C:8]=1[CH3:9])#[N:2].Cl.N[C:16]1[C:21]([F:22])=[C:20]([F:23])[CH:19]=[C:18]([F:24])[C:17]=1[SH:25]. (2) Given the product [Br:1][C:2]1[CH:3]=[C:4]2[C:9](=[C:10]([C:15]#[N:16])[C:11]=1[N:12]([CH3:14])[CH3:13])[N:8]=[C:7]([CH2:17][O:18][Si:23]([C:20]([CH3:22])([CH3:21])[CH3:19])([CH3:25])[CH3:24])[CH:6]=[CH:5]2, predict the reactants needed to synthesize it. The reactants are: [Br:1][C:2]1[CH:3]=[C:4]2[C:9](=[C:10]([C:15]#[N:16])[C:11]=1[N:12]([CH3:14])[CH3:13])[N:8]=[C:7]([CH2:17][OH:18])[CH:6]=[CH:5]2.[CH3:19][C:20]([Si:23](Cl)([CH3:25])[CH3:24])([CH3:22])[CH3:21].N1C=CN=C1. (3) Given the product [CH3:25][O:24][C:20](=[O:23])[CH2:21][CH2:22][N:7]1[C:6]2[CH:12]=[C:2]([CH3:1])[CH:3]=[C:4]([CH3:13])[C:5]=2[O:10][CH2:9][C:8]1=[O:11], predict the reactants needed to synthesize it. The reactants are: [CH3:1][C:2]1[CH:3]=[C:4]([CH3:13])[C:5]2[O:10][CH2:9][C:8](=[O:11])[NH:7][C:6]=2[CH:12]=1.C(=O)([O-])[O-].[K+].[K+].[C:20]([O:24][CH3:25])(=[O:23])[CH:21]=[CH2:22].C(OCC)(=O)C. (4) The reactants are: [Cl:1][C:2]1[CH:7]=[C:6]([Cl:8])[CH:5]=[CH:4][C:3]=1[C:9]1([C:12]([NH2:14])=[O:13])[CH2:11][CH2:10]1.Br[CH:16]([CH3:29])[C:17]([C:19]1[CH:24]=[C:23]([CH3:25])[C:22]([O:26][CH3:27])=[CH:21][C:20]=1[Cl:28])=O. Given the product [Cl:28][C:20]1[CH:21]=[C:22]([O:26][CH3:27])[C:23]([CH3:25])=[CH:24][C:19]=1[C:17]1[N:14]=[C:12]([C:9]2([C:3]3[CH:4]=[CH:5][C:6]([Cl:8])=[CH:7][C:2]=3[Cl:1])[CH2:11][CH2:10]2)[O:13][C:16]=1[CH3:29], predict the reactants needed to synthesize it. (5) Given the product [CH2:67]([OH:68])[C@H:37]1[O:38][C@@H:39]2[O:44][C@H:45]3[C@H:50]([OH:51])[C@@H:49]([OH:52])[C@@H:48]([O:53][C@H:54]4[C@H:60]([OH:61])[C@@H:59]([OH:62])[C@@H:57]([O:58][C@H:3]5[C@H:4]([OH:76])[C@@H:5]([OH:75])[C@@H:6]([O:8][C@H:9]6[C@H:14]([OH:15])[C@@H:13]([OH:16])[C@@H:12]([O:17][C@H:18]7[C@H:23]([OH:24])[C@@H:22]([OH:25])[C@@H:21]([O:26][C@H:27]8[C@H:32]([OH:33])[C@@H:31]([OH:34])[C@@H:30]([O:35][C@H:36]1[C@H:41]([OH:42])[C@H:40]2[OH:43])[O:29][C@@H:28]8[CH2:69][OH:70])[O:20][C@@H:19]7[CH2:71][OH:72])[O:11][C@@H:10]6[CH2:73][OH:74])[O:7][C@@H:2]5[CH2:1][OH:77])[O:56][C@@H:55]4[CH2:63][OH:64])[O:47][C@@H:46]3[CH2:65][OH:66], predict the reactants needed to synthesize it. The reactants are: [CH2:1]([OH:77])[C@H:2]1[O:7][C@@H:6]2[O:8][C@H:9]3[C@H:14]([OH:15])[C@@H:13]([OH:16])[C@@H:12]([O:17][C@H:18]4[C@H:23]([OH:24])[C@@H:22]([OH:25])[C@@H:21]([O:26][C@H:27]5[C@H:32]([OH:33])[C@@H:31]([OH:34])[C@@H:30]([O:35][C@H:36]6[C@H:41]([OH:42])[C@@H:40]([OH:43])[C@@H:39]([O:44][C@H:45]7[C@H:50]([OH:51])[C@@H:49]([OH:52])[C@@H:48]([O:53][C@H:54]8[C@H:60]([OH:61])[C@@H:59]([OH:62])[C@@H:57]([O:58][C@H:3]1[C@H:4]([OH:76])[C@H:5]2[OH:75])[O:56][C@@H:55]8[CH2:63][OH:64])[O:47][C@@H:46]7[CH2:65][OH:66])[O:38][C@@H:37]6[CH2:67][OH:68])[O:29][C@@H:28]5[CH2:69][OH:70])[O:20][C@@H:19]4[CH2:71][OH:72])[O:11][C@@H:10]3[CH2:73][OH:74].C(ON1C(=O)CCC1=O)(=O)CCCCCCC(ON1C(=O)CCC1=O)=O.C(ON1C(=O)CCC1=O)(=O)CCCCCCC(ON1C(=O)CCC1=O)=O. (6) The reactants are: [Cl:1][C:2]1[CH:17]=[CH:16][C:5]([O:6][C:7]2[CH:12]=[CH:11][C:10]([CH2:13][CH2:14][NH2:15])=[CH:9][CH:8]=2)=[CH:4][C:3]=1[C:18]([F:21])([F:20])[F:19].CS[C:24]1[NH:25][CH:26]=[C:27]([CH2:31][C:32]2[CH:33]=[N:34][C:35](=O)[NH:36][CH:37]=2)[C:28](=[O:30])[N:29]=1.N1C=CC=C[CH:40]=1. Given the product [Cl:1][C:2]1[CH:17]=[CH:16][C:5]([O:6][C:7]2[CH:12]=[CH:11][C:10]([CH2:13][CH2:14][NH:15][C:24]3[NH:25][CH:26]=[C:27]([CH2:31][C:32]4[CH:33]=[N:34][C:35]([CH3:40])=[N:36][CH:37]=4)[C:28](=[O:30])[N:29]=3)=[CH:9][CH:8]=2)=[CH:4][C:3]=1[C:18]([F:19])([F:20])[F:21], predict the reactants needed to synthesize it. (7) Given the product [I:1][C:2]1[C:10]2[C:5](=[CH:6][CH:7]=[C:8]([N+:11]([O-:13])=[O:12])[CH:9]=2)[N:4]([C:16]([C:17]2[CH:22]=[CH:21][CH:20]=[CH:19][CH:18]=2)([C:29]2[CH:30]=[CH:31][CH:32]=[CH:33][CH:34]=2)[C:23]2[CH:24]=[CH:25][CH:26]=[CH:27][CH:28]=2)[N:3]=1, predict the reactants needed to synthesize it. The reactants are: [I:1][C:2]1[C:10]2[C:5](=[CH:6][CH:7]=[C:8]([N+:11]([O-:13])=[O:12])[CH:9]=2)[NH:4][N:3]=1.[H-].[Na+].[C:16](Cl)([C:29]1[CH:34]=[CH:33][CH:32]=[CH:31][CH:30]=1)([C:23]1[CH:28]=[CH:27][CH:26]=[CH:25][CH:24]=1)[C:17]1[CH:22]=[CH:21][CH:20]=[CH:19][CH:18]=1.O. (8) Given the product [Cl:30][C:31]1[CH:32]=[C:33]([NH:38][C:39]([O:1][N:2]=[C:3]2[C:7]([CH3:14])([C:8]3[CH:9]=[CH:10][CH:11]=[CH:12][CH:13]=3)[S:6][C:5](=[S:15])[N:4]2[NH:16][C:17]2[CH:22]=[CH:21][CH:20]=[CH:19][CH:18]=2)=[O:40])[CH:34]=[CH:35][C:36]=1[Cl:37], predict the reactants needed to synthesize it. The reactants are: [OH:1][N:2]=[C:3]1[C:7]([CH3:14])([C:8]2[CH:13]=[CH:12][CH:11]=[CH:10][CH:9]=2)[S:6][C:5](=[S:15])[N:4]1[NH:16][C:17]1[CH:22]=[CH:21][CH:20]=[CH:19][CH:18]=1.C(N(CC)CC)C.[Cl:30][C:31]1[CH:32]=[C:33]([N:38]=[C:39]=[O:40])[CH:34]=[CH:35][C:36]=1[Cl:37]. (9) Given the product [C:7]([O:11][C:12]([N:14]1[CH2:19][CH2:18][CH:17]([N:20]([CH:30]2[CH2:32][CH2:31]2)[C:21](=[O:29])[C:22]2[CH:27]=[CH:26][C:25]([C:41]3[CH:42]=[N:43][NH:44][CH:45]=3)=[CH:24][CH:23]=2)[CH2:16][CH2:15]1)=[O:13])([CH3:10])([CH3:9])[CH3:8], predict the reactants needed to synthesize it. The reactants are: C([O-])([O-])=O.[Na+].[Na+].[C:7]([O:11][C:12]([N:14]1[CH2:19][CH2:18][CH:17]([N:20]([CH:30]2[CH2:32][CH2:31]2)[C:21](=[O:29])[C:22]2[CH:27]=[CH:26][C:25](I)=[CH:24][CH:23]=2)[CH2:16][CH2:15]1)=[O:13])([CH3:10])([CH3:9])[CH3:8].CC1(C)C(C)(C)OB([C:41]2[CH:42]=[N:43][NH:44][CH:45]=2)O1.